This data is from Experimentally validated miRNA-target interactions with 360,000+ pairs, plus equal number of negative samples. The task is: Binary Classification. Given a miRNA mature sequence and a target amino acid sequence, predict their likelihood of interaction. (1) The miRNA is rno-miR-221-5p with sequence ACCUGGCAUACAAUGUAGAUUUC. The protein sequence of the target gene is MENQRSSPLSFPSVPQEETLRQAPAGLPRETLFQSRVLPPKEIPSLSPTIPRQGSLPQTSSAPKQETSGRMPHVLQKGPSLLCSAASEQETSLQGPLASQEGTQYPPPAAAEQEVSLLSHSPHHQEAPVHSPEAPEKDPLTLSPTVPETDMDPLLQSPVSQKDTPFQISSAVQKEQPLPTAEITRLAVWAAVQAVERKLEAQAMRLLTLEGRTGTNEKKIADCEKTAVEFANHLESKWVVLGTLLQEYGLLQRRLENMENLLKNRNFWILRLPPGSNGEVPKVPVTFDDVAVHFSEQEWG.... Result: 0 (no interaction). (2) The protein sequence of the target gene is MGLLDRLSVLLGLKKKEVHVLCLGLDNSGKTTIINKLKPSNAQSQNILPTIGFSIEKFKSSSLSFTVFDMSGQGRYRNLWEHYYKEGQAIIFVIDSSDRLRMVVAKEELDTLLNHPDIKHRRIPILFFANKMDLRDAVTSVKVSQLLCLENIKDKPWHICASDAIKGEGLQEGVDWLQDQIQTVKT. The miRNA is hsa-miR-4704-3p with sequence UCAGUCACAUAUCUAGUGUCUA. Result: 0 (no interaction). (3) The miRNA is hsa-miR-4688 with sequence UAGGGGCAGCAGAGGACCUGGG. The protein sequence of the target gene is MEPNSLQWVGSPCGLHGPYIFYKAFQFHLEGKPRILSLGDFFFVRCTPKDPICIAELQLLWEERTSRQLLSSSKLYFLPEDTPQGRNSDHGEDEVIAVSEKVIVKLEDLVKWVHSDFSKWRCGFHAGPVKTEALGRNGQKEALLKYRQSTLNSGLNFKDVLKEKADLGEDEEETNVIVLSYPQYCRYRSMLKRIQDKPSSILTDQFALALGGIAVVSRNPQILYCRDTFDHPTLIENESICDEFAPNLKGRPRKKKPCPQRRDSFSGVKDSNNNSDGKAVAKVKCEARSALTKPKNNHNC.... Result: 1 (interaction). (4) The protein sequence of the target gene is MSGALDVLQMKEEDVLKFLAAGTHLGGTNLDFQMEQYIYKRKSDGIYIINLKRTWEKLLLAARAIVAIENPADVSVISSRNTGQRAVLKFAAATGATPIAGRFTPGTFTNQIQAAFREPRLLVVTDPRADHQPLTEASYVNLPTIALCNTDSPLRYVDIAIPCNNKGAHSVGLMWWMLAREVLRMRGTISREHPWEVMPDLYFYRDPEEIEKEEQAAAEKAVTKEEFQGEWTAPAPEFTAAQPEVADWSEGVQVPSVPIQQFPTEDWSAQPATEDWSAAPTAQATEWVGATTEWS. Result: 0 (no interaction). The miRNA is xla-miR-1b with sequence UGGAAUGUUAAGAAGUAUGUA. (5) The miRNA is hsa-miR-3170 with sequence CUGGGGUUCUGAGACAGACAGU. The protein sequence of the target gene is MATAMYLEHYLDSIENLPCELQRNFQLMRELDQRTEDKKAEIDILAAEYISTVKTLSSAQRVEHLQKIQSAYSKCKEYSDDKVQLAMQTYEMVDKHIRRLDADLARFEADLKDRMDGSDFESTGARSLKKGRSQKEKRSSRGRGRRTSEEDTPKKKKHKSGSEFTDSILSVHPSDVLDMPVDPNEPTYCLCHQVSYGEMIGCDNPDCPIEWFHFACVDLTTKPKGKWFCPRCVQEKRKKK. Result: 0 (no interaction). (6) Result: 0 (no interaction). The protein sequence of the target gene is MPYLLISTQIRMEVGPTMVGDEQSDPELMQHLGASKRRALGNNFYEYYVDDPPRIVLDKLERRGFRVLSMTGVGQTLVWCLHKE. The miRNA is hsa-miR-1178-3p with sequence UUGCUCACUGUUCUUCCCUAG. (7) The miRNA is dme-miR-79-3p with sequence UAAAGCUAGAUUACCAAAGCAU. The protein sequence of the target gene is MDEADFSEHTTYKQEDLPYDGDLSQIKIGNDYSFTSKKDGLEVLNQIIFIADDPQEKAMHSETCGNTAVTIPLGKITENAANKKDEKEKQCTAALHIPANEGDASKSSISDILLHHLSKEPFLRGQGIDCETLPEISNADSFEEEAIIKSIISCYNKNSWPKEQTPELTDQLNPKRDGENSNKPGSATTTEENTSDLEGPVAAGDSSHQENVNVLTKTKGPGDKQKSYQGQSPQKQQTEKANSGNTFKYGQGQVHYQLPDFSKIAPKVKIPKNKIINKPLAIAKQASFSSKSRDKPTLVQ.... Result: 0 (no interaction). (8) The miRNA is hsa-miR-34c-5p with sequence AGGCAGUGUAGUUAGCUGAUUGC. The protein sequence of the target gene is MDEQAGPGVFFSNNHPGAGGAKGLGPLAEAAAAGDGAAAAGAARAQYSLPGILHFLQHEWARFEVERAQWEVERAELQAQIAFLQGERKGQENLKKDLVRRIKMLEYALKQERAKYHKLKYGTELNQGDMKPPSYDSDEGNETEVQPQQNSQLMWKQGRQLLRQYLQEVGYTDTILDVKSKRVRALLGFSSDVTDREDDKNQDSVVNGTEAEVKETAMIAKSELTDSASVLDNFKFLESAAADFSDEDEDDDVDGREKSVIDTSTIVRKKALPDSGEDRDTKEALKEFDFLVTSEEGDNE.... Result: 0 (no interaction). (9) The miRNA is hsa-miR-6777-5p with sequence ACGGGGAGUCAGGCAGUGGUGGA. The protein sequence of the target gene is MAEVKVKVQPPDADPVEIENRIIELCHQFPHGITDQVIQNEMPHIEAQQRAVAINRLLSMGQLDLLRSNTGLLYRIKDSQNAGKMKGSDNQEKLVYQIIEDAGNKGIWSRDIRYKSNLPLTEINKILKNLESKKLIKAVKSVAASKKKVYMLYNLQPDRSVTGGAWYSDQDFESEFVEVLNQQCFKFLQSKAETARESKQNPVIQRNSSFASSHEVWKYICELGISKVELSMEDIETILNTLIYDGKVEMTIIAAKEGTVGSVDGHMKLYRAVNPILPPTGVVRAPCGLCPVFEDCHEGG.... Result: 0 (no interaction).